The task is: Predict the product of the given reaction.. This data is from Forward reaction prediction with 1.9M reactions from USPTO patents (1976-2016). The product is: [Br:1][C:2]1[CH:24]=[C:23]([CH3:25])[C:22]([C:26]([F:27])([F:28])[F:29])=[CH:21][C:3]=1[CH2:4][N:5]([CH2:6][C:7]1[CH:12]=[C:11]([C:13]([F:15])([F:16])[F:14])[CH:10]=[C:9]([C:17]([F:18])([F:19])[F:20])[CH:8]=1)[C:37]#[N:36]. Given the reactants [Br:1][C:2]1[CH:24]=[C:23]([CH3:25])[C:22]([C:26]([F:29])([F:28])[F:27])=[CH:21][C:3]=1[CH2:4][NH:5][CH2:6][C:7]1[CH:12]=[C:11]([C:13]([F:16])([F:15])[F:14])[CH:10]=[C:9]([C:17]([F:20])([F:19])[F:18])[CH:8]=1.C(=O)([O-])[O-].[Na+].[Na+].[N:36]#[C:37]Br, predict the reaction product.